From a dataset of Forward reaction prediction with 1.9M reactions from USPTO patents (1976-2016). Predict the product of the given reaction. (1) Given the reactants I.CS[C:4](=[NH:16])[NH:5][C:6]1[CH:11]=[CH:10][CH:9]=[C:8]([C:12]([F:15])([F:14])[F:13])[CH:7]=1.[OH:17][C:18]1[CH:27]=[CH:26][C:21]([C:22]([NH:24][NH2:25])=O)=[CH:20][CH:19]=1, predict the reaction product. The product is: [F:13][C:12]([F:15])([F:14])[C:8]1[CH:7]=[C:6]([NH:5][C:4]2[NH:16][C:22]([C:21]3[CH:26]=[CH:27][C:18]([OH:17])=[CH:19][CH:20]=3)=[N:24][N:25]=2)[CH:11]=[CH:10][CH:9]=1. (2) Given the reactants Br[C:2]1[CH:11]=[C:10]2[C:5]([CH2:6][CH2:7][N:8]([C:12](=[O:17])[C:13]([F:16])([F:15])[F:14])[CH2:9]2)=[CH:4][CH:3]=1.C1(C)C=CC=CC=1P(C1C=CC=CC=1C)C1C=CC=CC=1C.[C:40]([O:44][CH2:45][CH3:46])(=[O:43])[CH:41]=[CH2:42].C(N(CCCC)CCCC)CCC, predict the reaction product. The product is: [CH2:45]([O:44][C:40](=[O:43])[CH:41]=[CH:42][C:2]1[CH:11]=[C:10]2[C:5]([CH2:6][CH2:7][N:8]([C:12](=[O:17])[C:13]([F:16])([F:15])[F:14])[CH2:9]2)=[CH:4][CH:3]=1)[CH3:46]. (3) Given the reactants [Cl-].[F:2][C:3]1[C:11]2[CH2:10][O:9][C:8](=[O:12])[C:7]=2[CH:6]=[CH:5][C:4]=1[CH2:13][CH2:14][CH:15]1[CH2:20][CH2:19][NH2+:18][CH2:17][CH2:16]1.[N:21]1([C:26]2[CH:31]=[CH:30][C:29]([CH2:32][C:33](O)=[O:34])=[CH:28][CH:27]=2)[CH:25]=[N:24][N:23]=[N:22]1, predict the reaction product. The product is: [F:2][C:3]1[C:11]2[CH2:10][O:9][C:8](=[O:12])[C:7]=2[CH:6]=[CH:5][C:4]=1[CH2:13][CH2:14][CH:15]1[CH2:20][CH2:19][N:18]([C:33](=[O:34])[CH2:32][C:29]2[CH:28]=[CH:27][C:26]([N:21]3[CH:25]=[N:24][N:23]=[N:22]3)=[CH:31][CH:30]=2)[CH2:17][CH2:16]1.